Predict the product of the given reaction. From a dataset of Forward reaction prediction with 1.9M reactions from USPTO patents (1976-2016). (1) Given the reactants Cl.[OH:2][CH2:3][CH2:4][O:5][C:6]1([C:12]2[CH:17]=[CH:16][CH:15]=[CH:14][CH:13]=2)[CH2:11][CH2:10][NH:9][CH2:8][CH2:7]1.Cl.[C:19]([N:27]1[CH2:32][CH2:31][CH2:30][C:29]([C:49]2[CH:54]=[CH:53][C:52]([Cl:55])=[C:51]([Cl:56])[CH:50]=2)([CH2:33][CH2:34][CH2:35]N2CCC(C(N3CCCC3)=O)CC2)[CH2:28]1)(=[O:26])[C:20]1[CH:25]=[CH:24][CH:23]=[CH:22][CH:21]=1.C([O-])([O-])=O.[K+].[K+].Cl, predict the reaction product. The product is: [OH2:2].[ClH:55].[C:19]([N:27]1[CH2:32][CH2:31][CH2:30][C:29]([C:49]2[CH:54]=[CH:53][C:52]([Cl:55])=[C:51]([Cl:56])[CH:50]=2)([CH2:33][CH2:34][CH2:35][N:9]2[CH2:8][CH2:7][C:6]([O:5][CH2:4][CH2:3][OH:2])([C:12]3[CH:17]=[CH:16][CH:15]=[CH:14][CH:13]=3)[CH2:11][CH2:10]2)[CH2:28]1)(=[O:26])[C:20]1[CH:21]=[CH:22][CH:23]=[CH:24][CH:25]=1. (2) Given the reactants [CH3:1][O:2][C:3]1[N:8]=[CH:7][C:6]([C:9]2[CH2:10][CH2:11][N:12](C(OCC3C=CC=CC=3)=O)[CH:13]=2)=[CH:5][CH:4]=1, predict the reaction product. The product is: [CH3:1][O:2][C:3]1[CH:4]=[CH:5][C:6]([CH:9]2[CH2:10][CH2:11][NH:12][CH2:13]2)=[CH:7][N:8]=1. (3) Given the reactants [CH2:1]([C:3]1[CH:20]=[CH:19][C:6]([O:7][C:8]2[CH:13]=[CH:12][C:11]([S:14]([NH2:17])(=[O:16])=[O:15])=[CH:10][C:9]=2[F:18])=[C:5]([OH:21])[CH:4]=1)[CH3:2].[CH3:22]CN=C=NCCCN(C)C.[C:33]([OH:36])(=O)[CH3:34], predict the reaction product. The product is: [CH2:1]([C:3]1[CH:20]=[CH:19][C:6]([O:7][C:8]2[CH:13]=[CH:12][C:11]([S:14]([NH:17][C:33](=[O:36])[CH3:34])(=[O:15])=[O:16])=[CH:10][C:9]=2[F:18])=[C:5]([O:21][CH3:22])[CH:4]=1)[CH3:2]. (4) Given the reactants [Si:1]([O:8][CH2:9][C@@H:10]([NH2:17])[CH2:11][CH2:12][C:13]([F:16])([F:15])[F:14])([C:4]([CH3:7])([CH3:6])[CH3:5])([CH3:3])[CH3:2].C(O[CH:21](O)[C:22]([F:25])([F:24])[F:23])C.O, predict the reaction product. The product is: [Si:1]([O:8][CH2:9][C@@H:10](/[N:17]=[CH:21]/[C:22]([F:25])([F:24])[F:23])[CH2:11][CH2:12][C:13]([F:14])([F:16])[F:15])([C:4]([CH3:6])([CH3:7])[CH3:5])([CH3:3])[CH3:2]. (5) Given the reactants CC1(C)[O:6][C@@H:5]([CH2:7][O:8][C:9]2[C:18](=[O:19])[N:17]3[CH2:20][CH2:21][C:22]([CH3:24])([CH3:23])[C:15]4[C:16]3=[C:11]([CH:12]=[CH:13][CH:14]=4)[N:10]=2)[CH2:4][O:3]1, predict the reaction product. The product is: [OH:6][C@H:5]([CH2:4][OH:3])[CH2:7][O:8][C:9]1[C:18](=[O:19])[N:17]2[CH2:20][CH2:21][C:22]([CH3:23])([CH3:24])[C:15]3[C:16]2=[C:11]([CH:12]=[CH:13][CH:14]=3)[N:10]=1. (6) Given the reactants C[N:2](C)[CH:3]=[CH:4][C:5]([C:7]1[C:12](=[O:13])[CH:11]=[CH:10][N:9]([C:14]2[CH:19]=[CH:18][CH:17]=[C:16]([F:20])[CH:15]=2)[N:8]=1)=O.[C:22]1([NH:28]N)[CH:27]=[CH:26][CH:25]=[CH:24][CH:23]=1, predict the reaction product. The product is: [F:20][C:16]1[CH:15]=[C:14]([N:9]2[CH:10]=[CH:11][C:12](=[O:13])[C:7]([C:5]3[N:28]([C:22]4[CH:27]=[CH:26][CH:25]=[CH:24][CH:23]=4)[N:2]=[CH:3][CH:4]=3)=[N:8]2)[CH:19]=[CH:18][CH:17]=1.